This data is from Catalyst prediction with 721,799 reactions and 888 catalyst types from USPTO. The task is: Predict which catalyst facilitates the given reaction. (1) Reactant: [Cl:1][C:2]1[CH:7]=[CH:6][CH:5]=[C:4]([Cl:8])[C:3]=1[C:9]1[C:13]([CH2:14][O:15][C:16]2[CH:21]=[CH:20][C:19]([C:22]3[CH:23]=[C:24]4[C:29](=[CH:30][CH:31]=3)[N:28]=[C:27]([C:32]([O:34]C)=[O:33])[CH:26]=[CH:25]4)=[CH:18][CH:17]=2)=[C:12]([CH:36]([CH3:38])[CH3:37])[O:11][N:10]=1.[OH-].[Na+].CO.Cl. Product: [Cl:8][C:4]1[CH:5]=[CH:6][CH:7]=[C:2]([Cl:1])[C:3]=1[C:9]1[C:13]([CH2:14][O:15][C:16]2[CH:21]=[CH:20][C:19]([C:22]3[CH:23]=[C:24]4[C:29](=[CH:30][CH:31]=3)[N:28]=[C:27]([C:32]([OH:34])=[O:33])[CH:26]=[CH:25]4)=[CH:18][CH:17]=2)=[C:12]([CH:36]([CH3:38])[CH3:37])[O:11][N:10]=1. The catalyst class is: 90. (2) Reactant: [CH3:1][O:2][C:3]1[C:4]([S:12][C:13]2[NH:14][C:15]3[CH:20]=[CH:19][N:18]=[C:17]([NH2:21])[C:16]=3[N:22]=2)=[CH:5][C:6]2[O:10][CH2:9][O:8][C:7]=2[CH:11]=1.Br[CH2:24][CH2:25][NH:26][C:27](=[O:33])[O:28][C:29]([CH3:32])([CH3:31])[CH3:30].C([O-])([O-])=O.[Cs+].[Cs+].NC1C2N=C(SC3C(SC)=CC4OCOC=4C=3)N(CCNC(=O)OC(C)(C)C)C=2C=CN=1. Product: [NH2:21][C:17]1[C:16]2[N:22]=[C:13]([S:12][C:4]3[C:3]([O:2][CH3:1])=[CH:11][C:7]4[O:8][CH2:9][O:10][C:6]=4[CH:5]=3)[N:14]([CH2:24][CH2:25][NH:26][C:27](=[O:33])[O:28][C:29]([CH3:32])([CH3:31])[CH3:30])[C:15]=2[CH:20]=[CH:19][N:18]=1. The catalyst class is: 3. (3) Reactant: O.[Na].[CH3:3][O:4][C:5]1[CH:25]=[CH:24][C:8]([CH2:9][N:10]2[CH2:19][CH2:18][C:17]3[C:12](=[CH:13][CH:14]=[C:15]([CH2:20][C:21]#[N:22])[CH:16]=3)[C:11]2=[O:23])=[CH:7][CH:6]=1.Br[CH2:27][CH2:28]Br.C(OC(=O)C)C. Product: [CH3:3][O:4][C:5]1[CH:25]=[CH:24][C:8]([CH2:9][N:10]2[CH2:19][CH2:18][C:17]3[C:12](=[CH:13][CH:14]=[C:15]([C:20]4([C:21]#[N:22])[CH2:28][CH2:27]4)[CH:16]=3)[C:11]2=[O:23])=[CH:7][CH:6]=1. The catalyst class is: 3.